Dataset: Catalyst prediction with 721,799 reactions and 888 catalyst types from USPTO. Task: Predict which catalyst facilitates the given reaction. Reactant: [CH2:1]([NH:8][CH2:9][C:10]([O:12][CH2:13][CH3:14])=[O:11])[C:2]1[CH:7]=[CH:6][CH:5]=[CH:4][CH:3]=1.[CH:15](=O)[C:16]1[CH:21]=[CH:20][CH:19]=[C:18]([O:22][CH3:23])[CH:17]=1.C(O)(=O)C.C([BH3-])#N.[Na+]. Product: [CH2:13]([O:12][C:10](=[O:11])[CH2:9][N:8]([CH2:1][C:2]1[CH:7]=[CH:6][CH:5]=[CH:4][CH:3]=1)[CH2:15][C:16]1[CH:21]=[CH:20][CH:19]=[C:18]([O:22][CH3:23])[CH:17]=1)[CH3:14]. The catalyst class is: 5.